From a dataset of Reaction yield outcomes from USPTO patents with 853,638 reactions. Predict the reaction yield, written as a fraction of the theoretical maximum amount of product (1.0 means a 100% yield; for example, 0.34 means a 34% yield). (1) The reactants are [O:1]1CCO[CH:2]1[C:6]1[S:7][C:8]([C:11]([OH:13])=[O:12])=[CH:9][N:10]=1. The catalyst is Cl.CC(C)=O. The product is [CH:2]([C:6]1[S:7][C:8]([C:11]([OH:13])=[O:12])=[CH:9][N:10]=1)=[O:1]. The yield is 0.760. (2) The reactants are [CH3:1][O:2][CH2:3][CH2:4][OH:5].[H-].[Na+].F[C:9]1[CH:14]=[CH:13][C:12]([I:15])=[CH:11][C:10]=1[N+:16]([O-:18])=[O:17]. The catalyst is CN(C=O)C. The product is [I:15][C:12]1[CH:13]=[CH:14][C:9]([O:5][CH2:4][CH2:3][O:2][CH3:1])=[C:10]([N+:16]([O-:18])=[O:17])[CH:11]=1. The yield is 0.772. (3) The reactants are C(OC([NH:8][C@@H:9]([CH3:40])[C:10]([O:12][C:13]1[CH:18]=[CH:17][C:16]([C@@H:19]2[CH2:24][CH2:23][N:22]([C@@H:25]3[CH2:29][CH2:28][N:27]([CH2:30][C:31]4[CH:36]=[CH:35][C:34]([CH3:37])=[CH:33][CH:32]=4)[C:26]3=[O:38])[CH2:21][C@H:20]2[F:39])=[CH:15][CH:14]=1)=[O:11])=O)(C)(C)C.[ClH:41].C(OCC)C. The catalyst is C(Cl)Cl. The product is [ClH:41].[NH2:8][C@@H:9]([CH3:40])[C:10]([O:12][C:13]1[CH:18]=[CH:17][C:16]([C@@H:19]2[CH2:24][CH2:23][N:22]([C@@H:25]3[CH2:29][CH2:28][N:27]([CH2:30][C:31]4[CH:32]=[CH:33][C:34]([CH3:37])=[CH:35][CH:36]=4)[C:26]3=[O:38])[CH2:21][C@H:20]2[F:39])=[CH:15][CH:14]=1)=[O:11]. The yield is 0.160. (4) The reactants are [F:1][C:2]1[CH:7]=[CH:6][C:5](/[CH:8]=[CH:9]/[C:10](O)=[O:11])=[CH:4][C:3]=1[O:13][CH3:14].C(N(CC)CC)C.C1C=CC(P([N:36]=[N+:37]=[N-:38])(C2C=CC=CC=2)=O)=CC=1. The catalyst is C1C=CC=CC=1. The product is [F:1][C:2]1[CH:7]=[CH:6][C:5](/[CH:8]=[CH:9]/[C:10]([N:36]=[N+:37]=[N-:38])=[O:11])=[CH:4][C:3]=1[O:13][CH3:14]. The yield is 0.710.